From a dataset of Catalyst prediction with 721,799 reactions and 888 catalyst types from USPTO. Predict which catalyst facilitates the given reaction. Reactant: [Br:1][C:2]1[N:3]=[C:4]([C:23]2[O:27][N:26]=[C:25]([C:28]3[CH:33]=[CH:32][C:31]([CH2:34][Cl:35])=[CH:30][CH:29]=3)[CH:24]=2)[C:5]([N:8](C(OC(C)(C)C)=O)C(=O)OC(C)(C)C)=[N:6][CH:7]=1.C(O)(C(F)(F)F)=O. Product: [Br:1][C:2]1[N:3]=[C:4]([C:23]2[O:27][N:26]=[C:25]([C:28]3[CH:33]=[CH:32][C:31]([CH2:34][Cl:35])=[CH:30][CH:29]=3)[CH:24]=2)[C:5]([NH2:8])=[N:6][CH:7]=1. The catalyst class is: 2.